This data is from Peptide-MHC class II binding affinity with 134,281 pairs from IEDB. The task is: Regression. Given a peptide amino acid sequence and an MHC pseudo amino acid sequence, predict their binding affinity value. This is MHC class II binding data. The peptide sequence is AVVCGRRHGVRIRVR. The MHC is DRB1_0701 with pseudo-sequence DRB1_0701. The binding affinity (normalized) is 0.635.